Dataset: Catalyst prediction with 721,799 reactions and 888 catalyst types from USPTO. Task: Predict which catalyst facilitates the given reaction. (1) Reactant: [Br:1][C:2]1[CH:9]=[CH:8][CH:7]=[CH:6][C:3]=1[CH2:4][OH:5].[H-].[Na+].F[C:13]1[CH:14]=[C:15]([CH:18]=[CH:19][C:20]=1[O:21][CH3:22])[C:16]#[N:17]. Product: [Br:1][C:2]1[CH:9]=[CH:8][CH:7]=[CH:6][C:3]=1[CH2:4][O:5][C:13]1[CH:14]=[C:15]([CH:18]=[CH:19][C:20]=1[O:21][CH3:22])[C:16]#[N:17]. The catalyst class is: 3. (2) Reactant: C([O:8][C:9](=[O:33])[CH2:10][C@@H:11]([C:20]([NH:22][CH:23]([C:27]1[CH:32]=[CH:31][CH:30]=[CH:29][CH:28]=1)[CH2:24][CH2:25][CH3:26])=[O:21])[NH:12][C:13]([O:15][C:16]([CH3:19])([CH3:18])[CH3:17])=[O:14])C1C=CC=CC=1.[H][H]. Product: [C:27]1([CH:23]([NH:22][C:20](=[O:21])[C@H:11]([CH2:10][C:9]([OH:33])=[O:8])[NH:12][C:13]([O:15][C:16]([CH3:19])([CH3:17])[CH3:18])=[O:14])[CH2:24][CH2:25][CH3:26])[CH:32]=[CH:31][CH:30]=[CH:29][CH:28]=1. The catalyst class is: 586. (3) Reactant: [NH:1]1[C:9]2[C:4](=[CH:5][C:6]([CH:10]=[O:11])=[CH:7][CH:8]=2)[CH:3]=[CH:2]1.[H-].[Na+].[C:14]1([CH3:24])[CH:19]=[CH:18][C:17]([S:20](Cl)(=[O:22])=[O:21])=[CH:16][CH:15]=1.O. Product: [CH3:24][C:14]1[CH:19]=[CH:18][C:17]([S:20]([N:1]2[C:9]3[C:4](=[CH:5][C:6]([CH:10]=[O:11])=[CH:7][CH:8]=3)[CH:3]=[CH:2]2)(=[O:22])=[O:21])=[CH:16][CH:15]=1. The catalyst class is: 9. (4) Reactant: [F:1][C:2]1[CH:7]=[CH:6][N:5]2[C:8]([C:11]([O:13]CC)=[O:12])=[CH:9][N:10]=[C:4]2[CH:3]=1.O1CCCC1.C(O)C.O.[OH-].[Li+]. Product: [F:1][C:2]1[CH:7]=[CH:6][N:5]2[C:8]([C:11]([OH:13])=[O:12])=[CH:9][N:10]=[C:4]2[CH:3]=1. The catalyst class is: 6.